From a dataset of Reaction yield outcomes from USPTO patents with 853,638 reactions. Predict the reaction yield, written as a fraction of the theoretical maximum amount of product (1.0 means a 100% yield; for example, 0.34 means a 34% yield). (1) The reactants are [C:1]([O:4][CH:5]([C:11]1[CH:16]=[CH:15][C:14]([C@@H:17]2[C@@H:21]([CH2:22]/[CH:23]=[CH:24]\[CH2:25][CH2:26][CH2:27][C:28]([O:30][CH3:31])=[O:29])[CH2:20][CH2:19][C@H:18]2[O:32]C(=O)C2C=CC([N+]([O-])=O)=CC=2)=[CH:13][CH:12]=1)[CH2:6][CH2:7][CH2:8][CH2:9][CH3:10])(=[O:3])[CH3:2].C([O-])([O-])=O.[K+].[K+].[NH4+].[Cl-]. The catalyst is CO. The product is [CH3:31][O:30][C:28](=[O:29])[CH2:27][CH2:26][CH2:25]/[CH:24]=[CH:23]\[CH2:22][C@H:21]1[CH2:20][CH2:19][C@@H:18]([OH:32])[C@@H:17]1[C:14]1[CH:13]=[CH:12][C:11]([CH:5]([O:4][C:1](=[O:3])[CH3:2])[CH2:6][CH2:7][CH2:8][CH2:9][CH3:10])=[CH:16][CH:15]=1. The yield is 0.670. (2) The reactants are [C:1](NCC(O)=O)([CH3:4])([CH3:3])[CH3:2].[C:10](=[O:25])(ON1C(=O)CCC1=O)[O:11][CH:12]1[CH2:16][CH2:15][CH2:14][CH2:13]1.[NH2:26][CH2:27][C:28]([OH:30])=[O:29]. The catalyst is C(=O)(O)[O-].[Na+].CC(C)=O. The product is [CH:12]1([O:11][C:10]([NH:26][C@@H:27]([C:1]([CH3:4])([CH3:3])[CH3:2])[C:28]([OH:30])=[O:29])=[O:25])[CH2:13][CH2:14][CH2:15][CH2:16]1. The yield is 0.790. (3) The reactants are [C:1]([NH:5][S:6]([C:9]1([CH3:12])[CH2:11][CH2:10]1)(=[O:8])=[O:7])([CH3:4])([CH3:3])[CH3:2].[CH2:13](Br)[CH:14]=C. No catalyst specified. The product is [C:1]([NH:5][S:6]([C:9]1([CH2:12][CH:13]=[CH2:14])[CH2:11][CH2:10]1)(=[O:8])=[O:7])([CH3:4])([CH3:2])[CH3:3]. The yield is 0.970.